Regression. Given a peptide amino acid sequence and an MHC pseudo amino acid sequence, predict their binding affinity value. This is MHC class I binding data. From a dataset of Peptide-MHC class I binding affinity with 185,985 pairs from IEDB/IMGT. (1) The peptide sequence is QRHPNFPSK. The MHC is HLA-B15:01 with pseudo-sequence HLA-B15:01. The binding affinity (normalized) is 0.0847. (2) The peptide sequence is DILSGIFSNPHP. The MHC is HLA-A02:06 with pseudo-sequence HLA-A02:06. The binding affinity (normalized) is 0.448. (3) The peptide sequence is DFDGTPRLY. The MHC is HLA-B07:02 with pseudo-sequence HLA-B07:02. The binding affinity (normalized) is 0.0847. (4) The peptide sequence is MLMFIFTGI. The MHC is HLA-A02:01 with pseudo-sequence HLA-A02:01. The binding affinity (normalized) is 1.00.